From a dataset of Forward reaction prediction with 1.9M reactions from USPTO patents (1976-2016). Predict the product of the given reaction. (1) Given the reactants [Cl:1][C:2]1[CH:7]=[CH:6][C:5]([N+:8]([O-])=O)=[CH:4][C:3]=1[C:11]1[CH:20]=[CH:19][C:14]([C:15]([O:17][CH3:18])=[O:16])=[CH:13][N:12]=1.[Sn](Cl)Cl.Cl, predict the reaction product. The product is: [NH2:8][C:5]1[CH:6]=[CH:7][C:2]([Cl:1])=[C:3]([C:11]2[CH:20]=[CH:19][C:14]([C:15]([O:17][CH3:18])=[O:16])=[CH:13][N:12]=2)[CH:4]=1. (2) Given the reactants [CH3:1][O:2][C:3]1[CH:4]=[C:5]2[C:10](=[CH:11][CH:12]=1)[CH:9]=[C:8]([C:13]([OH:15])=[O:14])[CH:7]=[CH:6]2.S(=O)(=O)(O)O.[CH3:21]O, predict the reaction product. The product is: [CH3:21][O:14][C:13]([C:8]1[CH:7]=[CH:6][C:5]2[C:10](=[CH:11][CH:12]=[C:3]([O:2][CH3:1])[CH:4]=2)[CH:9]=1)=[O:15]. (3) Given the reactants C([O:3][C:4](=O)[C:5]([F:28])([F:27])[CH2:6][N:7]([C:17]1[C:22]([N+:23]([O-])=O)=[CH:21][N:20]=[C:19]([Cl:26])[N:18]=1)[C@@H:8]1[CH2:10][C@H:9]1[C:11]1[CH:16]=[CH:15][CH:14]=[CH:13][CH:12]=1)C, predict the reaction product. The product is: [Cl:26][C:19]1[N:20]=[CH:21][C:22]2[NH:23][C:4](=[O:3])[C:5]([F:28])([F:27])[CH2:6][N:7]([C@@H:8]3[CH2:10][C@H:9]3[C:11]3[CH:16]=[CH:15][CH:14]=[CH:13][CH:12]=3)[C:17]=2[N:18]=1. (4) The product is: [NH:1]1[CH2:2][CH2:3][CH:4]([O:7][C@@H:8]2[CH2:13][CH2:12][C@H:11]([C:14]([O:16][CH2:17][CH3:18])=[O:15])[CH2:10][CH2:9]2)[CH2:5][CH2:6]1. Given the reactants [N:1]1[CH:6]=[CH:5][C:4]([O:7][C@@H:8]2[CH2:13][CH2:12][C@H:11]([C:14]([O:16][CH2:17][CH3:18])=[O:15])[CH2:10][CH2:9]2)=[CH:3][CH:2]=1.S(O)(C1C=CC(C)=CC=1)(=O)=O, predict the reaction product.